Dataset: Drug-target binding data from BindingDB using IC50 measurements. Task: Regression. Given a target protein amino acid sequence and a drug SMILES string, predict the binding affinity score between them. We predict pIC50 (pIC50 = -log10(IC50 in M); higher means more potent). Dataset: bindingdb_ic50. (1) The drug is CCOc1ccc(CN=Nc2ccc(S(=O)(=O)Nc3ccccc3C(=O)O)cc2[N+](=O)[O-])cc1OC. The target protein (Q8VNN2) has sequence MTMITPSFPGNSLAVVLQRRDWENPGVTQLNRLAAHPPFASWRNSEEARTDRPSQQLRSLNGEWRFAWFPAPEAVPESWLECDLPEADTVVVPSNWQMHGYDAPIYTNVTYPITVNPPFVPTENPTGCYSLTFNVDESWLQEGQTRIIFDGVNSAFHLWCNGRWVGYGQDSRLPSEFDLSAFLRAGENRLAVMVLRWSDGSYLEDQDMWRMSGIFRDVSLLHKPTTQISDFHVATRFNDDFSRAVLEAEVQMCGELRDYLRVTVSLWQGETQVASGTAPFGGEIIDERGGYADRVTLRLNVENPKLWSAEIPNLYRAVVELHTADGTLIEAEACDVGFREVRIENGLLLLNGKPLLIRGVNRHEHHPLHGQVMDEQTMVQDILLMKQNNFNAVRCSHYPNHPLWYTLCDRYGLYVVDEANIETHGMVPMNRLTDDPRWLPAMSERVTRMVQRDRNHPSVIIWSLGNESGHGANHDALYRWIKSVDPSRPVQYEGGGADTT.... The pIC50 is 4.2. (2) The small molecule is COc1cc(Cc2cnc(N)nc2N)c2cc(Cc3c(C(=O)N(C)C)[nH]c4ccc(Cl)cc34)oc2c1OC. The target protein sequence is MTLSILVAHDLQRVIGFENQLPWHLPNDLKHVKKLSTGHTLVMGRKTFESIGKPLPNRRNVVLTSDTSFNVEGVDVIHSIEDIYQLPGHVFIFGGQTLYEEMIDKVDDMYITVIEGKFRGDTFFPPYTFEDWEVASSVEGKLDEKNTIPHTFLHLIRKK. The pIC50 is 6.0. (3) The compound is C[C@H]1c2c([nH]c3ccc(C(F)(F)F)cc23)C[C@H]2CCN(CCCC3CCOCC3)C[C@@H]21. The target protein sequence is INLSVVDLLFLLGMPFMIHQLMGNGVWHFGETMCTLITAMDANSQFTSTYILTAMAIDRYLATVHPISSTKFRKPSVATLVICLLWALSFISITPVWLYARLIPFPGGAVGCGIRLPNPDTDLYWFTLYQFFLAFALPFVVITAAYVRILQRMTSSVAPASQRSIRLRTKRVTRTAIAICLVFFVCWAPYYVLQLTQLSISRPTLTFVYLYNAAISLGYANSCLNPFVYIVLCETFRKRLVLSVKPAAQ. The pIC50 is 8.4. (4) The small molecule is CC(C)C[C@H](NC(=O)[C@@](C)(CCCC(=O)O)NC(=O)OCC1c2ccccc2-c2ccccc21)C(=O)N[C@@H](Cc1ccc(O)c(N)c1)C(=O)NC1(C(=O)N[C@@H](CC(N)=O)C(N)=O)CCCCC1. The target protein (P62993) has sequence MEAIAKYDFKATADDELSFKRGDILKVLNEECDQNWYKAELNGKDGFIPKNYIEMKPHPWFFGKIPRAKAEEMLSKQRHDGAFLIRESESAPGDFSLSVKFGNDVQHFKVLRDGAGKYFLWVVKFNSLNELVDYHRSTSVSRNQQIFLRDIEQVPQQPTYVQALFDFDPQEDGELGFRRGDFIHVMDNSDPNWWKGACHGQTGMFPRNYVTPVNRNV. The pIC50 is 3.1. (5) The drug is CCCCCn1c(=O)c2c(nc3n2CCCN3c2ccc(Oc3ccccc3)cc2)n(C)c1=O. The target protein (P12497) has sequence MGARASVLSGGELDKWEKIRLRPGGKKQYKLKHIVWASRELERFAVNPGLLETSEGCRQILGQLQPSLQTGSEELRSLYNTIAVLYCVHQRIDVKDTKEALDKIEEEQNKSKKKAQQAAADTGNNSQVSQNYPIVQNLQGQMVHQAISPRTLNAWVKVVEEKAFSPEVIPMFSALSEGATPQDLNTMLNTVGGHQAAMQMLKETINEEAAEWDRLHPVHAGPIAPGQMREPRGSDIAGTTSTLQEQIGWMTHNPPIPVGEIYKRWIILGLNKIVRMYSPTSILDIRQGPKEPFRDYVDRFYKTLRAEQASQEVKNWMTETLLVQNANPDCKTILKALGPGATLEEMMTACQGVGGPGHKARVLAEAMSQVTNPATIMIQKGNFRNQRKTVKCFNCGKEGHIAKNCRAPRKKGCWKCGKEGHQMKDCTERQANFLREDLAFPQGKAREFSSEQTRANSPTRRELQVWGRDNNSLSEAGADRQGTVSFSFPQITLWQRPLVT.... The pIC50 is 4.2. (6) The drug is CO[C@H]1CC[C@]2(CC1)NC(=O)C(c1cc(-c3ccc(Cl)c(F)c3)ccc1C)=C2O. The target protein sequence is LDLLEEKEGSLSPASVGSDTLSDLGISSLQDGLALHIRSSMSGLHLVKQGRDRKKIDSQRDFTVASPAEFVTRFGGNKVIEKVLIANNGIAAVKCMRSIRRWSYEMFRNERAIRFVVMVTPEDLKANAEYIKMADHYVPVPGGPNNNNYANVELILDIAKRIPVQAVWAGWGHASENPKLPELLLKNGIAFMGPPSQAMWALGDKIASSIVAQTAGIPTLPWSGSGLRVDWQENDFSKRILNVPQELYEKGYVKDVDDGLQAAEEVGYPVMIKASEGGGGKGIRKVNNADDFPNLFRQVQAEVPGSPIFVMRLAKQSRHLEVQILADQYGNAISLFGRDCSVQRRHQKIIEEAPATIATPAVFEHMEQCAVKLAKMVGYVSAGTVEYLYSQDGSFYFLELNPRLQVEHPCTEMVADVNLPAAQLQIAMGIPLYRIKDIRMMYGVSPWGDSPIDFEDSAHVPCPRGHVIAARITSENPDEGFKPSSGTVQELNFRSNKNVW.... The pIC50 is 7.0. (7) The drug is O=c1c(O)c(-c2ccc(O)c(O)c2)oc2cc(O)c(O)c(O)c12. The target protein (P17599) has sequence MNYLRRRLSDSNFMANLPNGYMTDLQRPQPPPPPPAAPSPGATTGPATATAERASSAAPVASPAAPSPGSSGGGGFFSSLSNAVKQTTAAAAATFSEQVGGGSGGAGRGGAAARVLLVIDEPHTDWAKYFKGKKIHGEIDIKVEQAEFSDLNLVAHANGGFSVDMEVLRNGVKVVRSLKPDFVLIRQHAFSMARNGDYRSLVIGLQYAGIPSINSLHSVYNFCDKPWVFAQMVRLHKKLGTEEFPLINQTFYPNHKEMLSSTTYPVVVKMGHAHSGMGKVKVDNQHDFQDIASVVALTKTYATTEPFIDAKYDVRIQKIGQNYKAYMRTSVSGNWKTNTGSAMLEQIAMSDRYKLWVDTCSEIFGGLDICAVEALHGKDGRDHIIQVVGSSMPLIGDHQDEDKQLIVELVVNKMAQALPRQRQRDASPGRGSHSQTPSPGALPLGRQISQQPAGPPAQQRPPPQGGPPQPGPGPQRQGPPLQQRPTPQGQQHLSGLGPPA.... The pIC50 is 6.8. (8) The compound is COc1ccc(CNc2nc(N[C@H](CO)CC(C)C)nc3c2ncn3C(C)C)cc1. The target protein (P49891) has sequence METSMPEYYEVFGEFRGVLMDKRFTKYWEDVEMFLARPDDLVIATYPKSGTTWISEVVYMIYKEGDVEKCKEDAIFNRIPYLECRNEDLINGIKQLKEKESPRIVKTHLPPKLLPASFWEKNCKMIYLCRNAKDVAVSYYYFLLMITSYPNPKSFSEFVEKFMQGQVPYGSWYDHVKAWWEKSKNSRVLFMFYEDMKEDIRREVVKLIEFLERKPSAELVDRIIQHTSFQEMKNNPSTNYTMMPEEMMNQKVSPFMRKGIIGDWKNHFPEALRERFDEHYKQQMKDCTVKFRMEL. The pIC50 is 4.2. (9) The pIC50 is 9.9. The target protein (P70606) has sequence MSSRSHNGSVGRPLGSGPGFLGWEPVDPEAGRPRQPTQGPGLQMMAKGQPAGLSPSGPRGHSQAQEEEEEEEDEDRPGSGKPPTVSHRLGHRRALFEKRKRLSDYALIFGMFGIVVMVTETELSWGVYTKESLCSFALKCLISLSTVILLGLVILYHAREIQLFLVDNGADDWRIAMTWERVSLISLELAVCAIHPVPGHYRFTWTARLAFSLVPSAAEADVDVLLSIPMFLRLYLLARVMLLHSRIFTDASSRSIGALNRVTFNTRFVTKTLMTICPGTVLLVFSISSWIVAAWTVRVCERYHDKQEVTSNFLGAMWLISITFLSIGYGDMVPHTYCGKGVCLLTGIMGAGCTALVVAVVARKLELTKAEKHVHNFMMDTQLTKRVKNAAANVLRETWLIYKHTRLVKKPDQSRVRKHQRKFLQAIHQAQKLRTVKIEQGKVNDQANTLADLAKAQSIAYEVVSELQAQQEELEARLAALESRLDVLGASLQALPSLIA.... The small molecule is CC(C)C[C@@H]1NC(=O)[C@H](C)NC(=O)[C@H]([C@@H](C)O)NC(=O)[C@H](CCC(=O)O)NC(=O)[C@@H]2CCCN2C(=O)[C@H](C)NC(=O)[C@H](CCCCN)NC(=O)[C@@H]2CSSC[C@@H](C(=O)N[C@@H](CCC(N)=O)C(=O)N[C@@H](CCC(N)=O)C(=O)N[C@@H](Cc3cnc[nH]3)C(N)=O)NC(=O)[C@H](CCCN=C(N)N)NC(=O)[C@H](CCCN=C(N)N)NC(=O)[C@H](C)NC(=O)[C@H](CSSC[C@H](N)C(=O)N[C@@H](CC(N)=O)C(=O)N2)NC1=O. (10) The small molecule is CC(C)C[C@H](N)C(=O)NS(=O)(=O)OC[C@H]1O[C@@H](c2nc(CCc3ccc(Oc4ccccc4)cc3)cs2)[C@H](O)[C@@H]1O. The target protein (Q9P2J5) has sequence MAERKGTAKVDFLKKIEKEIQQKWDTERVFEVNASNLEKQTSKGKYFVTFPYPYMNGRLHLGHTFSLSKCEFAVGYQRLKGKCCLFPFGLHCTGMPIKACADKLKREIELYGCPPDFPDEEEEEEETSVKTEDIIIKDKAKGKKSKAAAKAGSSKYQWGIMKSLGLSDEEIVKFSEAEHWLDYFPPLAIQDLKRMGLKVDWRRSFITTDVNPYYDSFVRWQFLTLRERNKIKFGKRYTIYSPKDGQPCMDHDRQTGEGVGPQEYTLLKLKVLEPYPSKLSGLKGKNIFLVAATLRPETMFGQTNCWVRPDMKYIGFETVNGDIFICTQKAARNMSYQGFTKDNGVVPVVKELMGEEILGASLSAPLTSYKVIYVLPMLTIKEDKGTGVVTSVPSDSPDDIAALRDLKKKQALRAKYGIRDDMVLPFEPVPVIEIPGFGNLSAVTICDELKIQSQNDREKLAEAKEKIYLKGFYEGIMLVDGFKGQKVQDVKKTIQKKMID.... The pIC50 is 5.9.